This data is from Forward reaction prediction with 1.9M reactions from USPTO patents (1976-2016). The task is: Predict the product of the given reaction. (1) Given the reactants [OH:1][C:2]1[CH:15]=[CH:14][C:5]([CH2:6][CH2:7][NH:8][C:9](=[O:13])[C:10]([CH3:12])=[CH2:11])=[CH:4][CH:3]=1.[F:16][C:17]([F:32])([S:28](F)(=[O:30])=[O:29])[C:18]([F:27])([F:26])[C:19]([F:25])([F:24])[S:20](F)(=[O:22])=[O:21].C(N(CC)CC)C.[F:40][C:41]([F:47])([F:46])[S:42]([NH2:45])(=[O:44])=[O:43], predict the reaction product. The product is: [F:40][C:41]([F:47])([F:46])[S:42]([NH:45][S:20]([C:19]([F:25])([F:24])[C:18]([F:27])([F:26])[C:17]([F:32])([F:16])[S:28]([O:1][C:2]1[CH:3]=[CH:4][C:5]([CH2:6][CH2:7][NH:8][C:9](=[O:13])[C:10]([CH3:12])=[CH2:11])=[CH:14][CH:15]=1)(=[O:30])=[O:29])(=[O:22])=[O:21])(=[O:44])=[O:43]. (2) Given the reactants [F:1][C:2]([F:13])([F:12])[C:3]1[CH:4]=[C:5]([B:9]([OH:11])[OH:10])[CH:6]=[CH:7][CH:8]=1.O[C:15]([C:18](O)([CH3:20])[CH3:19])([CH3:17])[CH3:16], predict the reaction product. The product is: [CH3:16][C:15]1([CH3:17])[C:18]([CH3:20])([CH3:19])[O:10][B:9]([C:5]2[CH:6]=[CH:7][CH:8]=[C:3]([C:2]([F:1])([F:12])[F:13])[CH:4]=2)[O:11]1. (3) Given the reactants Br[C:2]1[CH:3]=[C:4]([CH2:8][C:9]([O:11][CH3:12])=[O:10])[CH:5]=[CH:6][CH:7]=1.C[O-].C([Sn+](CCCC)CCCC)CCC.C([O:31][C:32]([CH3:34])=[CH2:33])(=O)C.C1(C)C=CC=CC=1P(C1C=CC=CC=1C)C1C=CC=CC=1C.[F-].[K+], predict the reaction product. The product is: [O:31]=[C:32]([CH3:34])[CH2:33][C:2]1[CH:3]=[C:4]([CH2:8][C:9]([O:11][CH3:12])=[O:10])[CH:5]=[CH:6][CH:7]=1. (4) Given the reactants FC(F)(F)C(O)=O.[CH2:8]([NH:10][C:11](=[O:45])[NH:12][C:13]1[CH:18]=[CH:17][C:16]([O:19][C:20]2[CH:25]=[CH:24][N:23]=[C:22]3[N:26](CC4C=CC(OC)=CC=4)[N:27]=[C:28]([NH:29][C@@H:30]4[CH2:35][CH2:34][CH2:33][NH:32][CH2:31]4)[C:21]=23)=[CH:15][CH:14]=1)[CH3:9].N, predict the reaction product. The product is: [CH2:8]([NH:10][C:11](=[O:45])[NH:12][C:13]1[CH:18]=[CH:17][C:16]([O:19][C:20]2[CH:25]=[CH:24][N:23]=[C:22]3[NH:26][N:27]=[C:28]([NH:29][C@@H:30]4[CH2:35][CH2:34][CH2:33][NH:32][CH2:31]4)[C:21]=23)=[CH:15][CH:14]=1)[CH3:9].